From a dataset of Peptide-MHC class I binding affinity with 185,985 pairs from IEDB/IMGT. Regression. Given a peptide amino acid sequence and an MHC pseudo amino acid sequence, predict their binding affinity value. This is MHC class I binding data. The peptide sequence is VINAPIKEFK. The MHC is HLA-A31:01 with pseudo-sequence HLA-A31:01. The binding affinity (normalized) is 0.498.